Predict the product of the given reaction. From a dataset of Forward reaction prediction with 1.9M reactions from USPTO patents (1976-2016). (1) Given the reactants [CH2:1]([O:3][C:4](=[O:32])[CH2:5][CH2:6][CH2:7][N:8]1[C:12](=[O:13])[C:11]2([CH2:18][CH2:17][N:16](C(OC(C)(C)C)=O)[CH2:15][CH2:14]2)[N:10]([C:26]2[CH:31]=[CH:30][CH:29]=[CH:28][CH:27]=2)[CH2:9]1)[CH3:2].Cl, predict the reaction product. The product is: [O:13]=[C:12]1[C:11]2([CH2:14][CH2:15][NH:16][CH2:17][CH2:18]2)[N:10]([C:26]2[CH:31]=[CH:30][CH:29]=[CH:28][CH:27]=2)[CH2:9][N:8]1[CH2:7][CH2:6][CH2:5][C:4]([O:3][CH2:1][CH3:2])=[O:32]. (2) Given the reactants [C:1]([C:9]1[CH:38]=[CH:37][C:12]2[N:13]([CH2:17][CH2:18][O:19][C:20]3[CH:25]=[CH:24][C:23]([CH2:26][CH:27]4[C:31]5[CH:32]=[CH:33][CH:34]=[CH:35][C:30]=5[O:29][C:28]4=[O:36])=[CH:22][CH:21]=3)[C:14](=[O:16])[S:15][C:11]=2[CH:10]=1)(=O)[C:2]1[CH:7]=[CH:6][CH:5]=[CH:4][CH:3]=1.[CH3:39][O:40][NH2:41], predict the reaction product. The product is: [CH3:39][O:40][N:41]=[C:1]([C:2]1[CH:3]=[CH:4][CH:5]=[CH:6][CH:7]=1)[C:9]1[CH:38]=[CH:37][C:12]2[N:13]([CH2:17][CH2:18][O:19][C:20]3[CH:21]=[CH:22][C:23]([CH2:26][CH:27]4[C:31]5[CH:32]=[CH:33][CH:34]=[CH:35][C:30]=5[O:29][C:28]4=[O:36])=[CH:24][CH:25]=3)[C:14](=[O:16])[S:15][C:11]=2[CH:10]=1. (3) Given the reactants Br[C:2]1[C:14](=[O:15])[NH:13][C:5]2[N:6]=[C:7]([S:11][CH3:12])[N:8]=[C:9]([CH3:10])[C:4]=2[CH:3]=1.[CH3:16][O:17][C:18]1[N:23]=[CH:22][C:21](B(O)O)=[CH:20][CH:19]=1.C(=O)([O-])[O-].[K+].[K+], predict the reaction product. The product is: [CH3:16][O:17][C:18]1[N:23]=[CH:22][C:21]([C:2]2[C:14](=[O:15])[NH:13][C:5]3[N:6]=[C:7]([S:11][CH3:12])[N:8]=[C:9]([CH3:10])[C:4]=3[CH:3]=2)=[CH:20][CH:19]=1. (4) Given the reactants [N+:1]([C:4]1[N:9]=[CH:8][C:7]2[CH:10]=[CH:11][O:12][C:6]=2[C:5]=1[OH:13])([O-])=O.[Cl:14][C:15]1[CH:16]=[CH:17][C:18]2[N:19]([C:21]([CH2:24]O)=[N:22][N:23]=2)[N:20]=1.C1(P(C2C=CC=CC=2)C2C=CC=CC=2)C=CC=CC=1.N(C(OC(C)C)=O)=NC(OC(C)C)=O, predict the reaction product. The product is: [Cl:14][C:15]1[CH:16]=[CH:17][C:18]2[N:19]([C:21]([CH2:24][O:13][C:5]3[C:6]4[O:12][CH:11]=[CH:10][C:7]=4[CH:8]=[N:9][C:4]=3[NH2:1])=[N:22][N:23]=2)[N:20]=1.